Predict the reactants needed to synthesize the given product. From a dataset of Full USPTO retrosynthesis dataset with 1.9M reactions from patents (1976-2016). (1) Given the product [CH3:7][NH:6][CH2:5][CH2:4][CH:3]1[CH2:8][CH2:7][N:6]([C:3]2[CH:8]=[CH:7][N:6]=[CH:5][CH:4]=2)[CH2:5][CH2:4]1, predict the reactants needed to synthesize it. The reactants are: Cl.Cl[C:3]1[CH:8]=[CH:7][N:6]=[CH:5][CH:4]=1.[H-].[H-].[H-].[H-].[Li+].[Al+3]. (2) Given the product [CH2:30]([O:1][C:2]1[C:3]([CH:25]([CH3:27])[CH3:26])=[N:4][C:5]([N:10]2[CH2:15][CH2:14][N:13]([C:16](=[O:21])[CH2:17][CH2:18][O:19][CH3:20])[C@H:12]([CH3:22])[CH2:11]2)=[C:6]([CH:9]=1)[C:7]#[N:8])[C:31]1[CH:36]=[CH:35][CH:34]=[CH:33][CH:32]=1, predict the reactants needed to synthesize it. The reactants are: [OH:1][C:2]1[C:3]([CH:25]([CH3:27])[CH3:26])=[N:4][C:5]([N:10]2[CH2:15][CH2:14][N:13]([C:16](=[O:21])[CH2:17][CH2:18][O:19][CH3:20])[C@H:12]([CH:22](C)C)[CH2:11]2)=[C:6]([CH:9]=1)[C:7]#[N:8].[H-].[Na+].[CH2:30](Br)[C:31]1[CH:36]=[CH:35][CH:34]=[CH:33][CH:32]=1. (3) Given the product [F:20][C:21]1[CH:22]=[C:23]([CH2:28][C:29]([N:1]2[C:9]3[C:4](=[CH:5][C:6]([C:10]4[C:14]5[C:15]([NH2:19])=[N:16][CH:17]=[CH:18][C:13]=5[O:12][CH:11]=4)=[CH:7][CH:8]=3)[CH2:3][CH2:2]2)=[O:30])[CH:24]=[C:25]([CH3:27])[CH:26]=1, predict the reactants needed to synthesize it. The reactants are: [NH:1]1[C:9]2[C:4](=[CH:5][C:6]([C:10]3[C:14]4[C:15]([NH2:19])=[N:16][CH:17]=[CH:18][C:13]=4[O:12][CH:11]=3)=[CH:7][CH:8]=2)[CH2:3][CH2:2]1.[F:20][C:21]1[CH:22]=[C:23]([CH2:28][C:29](O)=[O:30])[CH:24]=[C:25]([CH3:27])[CH:26]=1.CN(C(ON1N=NC2C=CC=NC1=2)=[N+](C)C)C.F[P-](F)(F)(F)(F)F.CCN(C(C)C)C(C)C. (4) Given the product [CH2:10]([N+:2]([CH3:9])([CH3:1])[CH2:3][CH2:4][CH2:5][C:6]([O-:7])=[O:17])[CH3:11], predict the reactants needed to synthesize it. The reactants are: [CH3:1][NH+:2]([CH3:9])[CH2:3][CH2:4][CH2:5][C:6]([O-])=[O:7].[CH2:10](Br)[CH3:11].C(O)(C)C.[OH-:17].[K+]. (5) Given the product [F:16][C:17]1[CH:23]=[CH:22][CH:21]=[C:20]([F:24])[C:18]=1[NH:19][S:2]([C:5]1[CH:6]=[C:7]([CH:13]=[CH:14][CH:15]=1)[C:8]([O:10][CH2:11][CH3:12])=[O:9])(=[O:4])=[O:3], predict the reactants needed to synthesize it. The reactants are: Cl[S:2]([C:5]1[CH:6]=[C:7]([CH:13]=[CH:14][CH:15]=1)[C:8]([O:10][CH2:11][CH3:12])=[O:9])(=[O:4])=[O:3].[F:16][C:17]1[CH:23]=[CH:22][CH:21]=[C:20]([F:24])[C:18]=1[NH2:19]. (6) Given the product [CH3:1][CH:2]1[NH:7][CH2:6][CH2:5][N:4]([C:8]2[C:13]([O:14][CH3:15])=[C:12]3[N:16]([CH:24]4[CH2:26][CH2:25]4)[CH:17]=[C:18]([C:21]([OH:23])=[O:22])[C:19](=[O:20])[C:11]3=[CH:10][C:9]=2[F:27])[CH2:3]1.[CH3:1][CH:2]1[NH:7][CH2:6][CH2:5][N:4]([C:8]2[C:13]([O:14][CH3:15])=[C:12]3[N:16]([CH:24]4[CH2:26][CH2:25]4)[CH:17]=[C:18]([C:21]([OH:23])=[O:22])[C:19](=[O:20])[C:11]3=[CH:10][C:9]=2[F:27])[CH2:3]1.[OH2:14].[OH2:14].[OH2:14], predict the reactants needed to synthesize it. The reactants are: [CH3:1][CH:2]1[NH:7][CH2:6][CH2:5][N:4]([C:8]2[C:13]([O:14][CH3:15])=[C:12]3[N:16]([CH:24]4[CH2:26][CH2:25]4)[CH:17]=[C:18]([C:21]([OH:23])=[O:22])[C:19](=[O:20])[C:11]3=[CH:10][C:9]=2[F:27])[CH2:3]1.